The task is: Predict which catalyst facilitates the given reaction.. This data is from Catalyst prediction with 721,799 reactions and 888 catalyst types from USPTO. Reactant: [Cl-].[Ca+2].[Cl-].C1COCC1.[BH4-].[Na+].[Cl:11][C:12]1[S:13][C:14]([C:32]([N:34]([C:38]2[CH:43]=[CH:42][CH:41]=[C:40]([C:44]#[N:45])[C:39]=2[Cl:46])[CH:35]2[CH2:37][CH2:36]2)=[O:33])=[CH:15][C:16]=1[N:17]1[C:22](=[O:23])[C:21]2=[C:24]([C:27](OC)=[O:28])[S:25][CH:26]=[C:20]2[NH:19][C:18]1=[O:31]. Product: [Cl:11][C:12]1[S:13][C:14]([C:32]([N:34]([C:38]2[CH:43]=[CH:42][CH:41]=[C:40]([C:44]#[N:45])[C:39]=2[Cl:46])[CH:35]2[CH2:37][CH2:36]2)=[O:33])=[CH:15][C:16]=1[N:17]1[C:22](=[O:23])[C:21]2=[C:24]([CH2:27][OH:28])[S:25][CH:26]=[C:20]2[NH:19][C:18]1=[O:31]. The catalyst class is: 40.